Dataset: Forward reaction prediction with 1.9M reactions from USPTO patents (1976-2016). Task: Predict the product of the given reaction. (1) Given the reactants [CH2:1]([N:8]1[C:13](=[O:14])[CH:12]=[CH:11][C:10]([CH2:15][C:16]2[C:24]3[C:19](=[CH:20][CH:21]=[CH:22][CH:23]=3)[N:18]([CH2:25][C:26]([O:28]C)=[O:27])[C:17]=2[CH3:30])=[N:9]1)[C:2]1[CH:7]=[CH:6][CH:5]=[CH:4][CH:3]=1.C1COCC1.[OH-].[Li+].Cl, predict the reaction product. The product is: [CH2:1]([N:8]1[C:13](=[O:14])[CH:12]=[CH:11][C:10]([CH2:15][C:16]2[C:24]3[C:19](=[CH:20][CH:21]=[CH:22][CH:23]=3)[N:18]([CH2:25][C:26]([OH:28])=[O:27])[C:17]=2[CH3:30])=[N:9]1)[C:2]1[CH:7]=[CH:6][CH:5]=[CH:4][CH:3]=1. (2) Given the reactants [F:1][C:2]1[CH:7]=[CH:6][C:5]([C@:8]2([CH2:32][CH2:33][CH2:34][OH:35])[O:13][C:12](=[O:14])[N:11]([C@H:15]([C:17]3[CH:22]=[CH:21][C:20](B4OC(C)(C)C(C)(C)O4)=[CH:19][CH:18]=3)[CH3:16])[CH2:10][CH2:9]2)=[CH:4][CH:3]=1.Br[C:37]1[CH:42]=[C:41]([CH3:43])[N+:40]([O-])=[C:39]([CH3:45])[CH:38]=1.C(BC(C(C)C)C)(C(C)C)C, predict the reaction product. The product is: [CH3:43][C:41]1[CH:42]=[C:37]([C:20]2[CH:19]=[CH:18][C:17]([C@@H:15]([N:11]3[CH2:10][CH2:9][C@@:8]([C:5]4[CH:4]=[CH:3][C:2]([F:1])=[CH:7][CH:6]=4)([CH2:32][CH2:33][CH2:34][OH:35])[O:13][C:12]3=[O:14])[CH3:16])=[CH:22][CH:21]=2)[CH:38]=[C:39]([CH3:45])[N:40]=1. (3) Given the reactants CN(C)CCOCCN(C)C.C([Mg]Cl)(C)C.N#N.I[C:20]1[CH:21]=[C:22]([CH:25]=[CH:26][CH:27]=1)[C:23]#[N:24].[N+:28]([C:31]1[C:40]2[C:35](=[CH:36][CH:37]=[CH:38][CH:39]=2)[CH:34]=[CH:33][C:32]=1[CH:41]=[O:42])([O-:30])=[O:29].Cl, predict the reaction product. The product is: [OH:42][CH:41]([C:32]1[CH:33]=[CH:34][C:35]2[C:40](=[CH:39][CH:38]=[CH:37][CH:36]=2)[C:31]=1[N+:28]([O-:30])=[O:29])[C:20]1[CH:21]=[C:22]([CH:25]=[CH:26][CH:27]=1)[C:23]#[N:24]. (4) Given the reactants Br[C:2]1[CH:19]=[CH:18][C:5]([CH2:6][NH:7][C:8]23[CH2:17][CH:12]4[CH2:13][CH:14]([CH2:16][CH:10]([CH2:11]4)[CH2:9]2)[CH2:15]3)=[CH:4][CH:3]=1.[CH3:20][C:21]1[CH:22]=[C:23]([B-](F)(F)F)[S:24][CH:25]=1.[K+].CS(O)(=O)=O, predict the reaction product. The product is: [CH3:20][C:21]1[CH:22]=[C:23]([C:2]2[CH:19]=[CH:18][C:5]([CH2:6][NH:7][C:8]34[CH2:17][CH:12]5[CH2:13][CH:14]([CH2:16][CH:10]([CH2:11]5)[CH2:9]3)[CH2:15]4)=[CH:4][CH:3]=2)[S:24][CH:25]=1. (5) Given the reactants [Cl:1][C:2]1[CH:7]=[C:6]([N+:8]([O-:10])=[O:9])[CH:5]=[CH:4][C:3]=1[OH:11].[CH3:12][N:13]1[CH2:17][CH2:16][CH:15](O)[CH2:14]1.C1(P(C2C=CC=CC=2)C2C=CC=CC=2)C=CC=CC=1, predict the reaction product. The product is: [Cl:1][C:2]1[CH:7]=[C:6]([N+:8]([O-:10])=[O:9])[CH:5]=[CH:4][C:3]=1[O:11][CH:15]1[CH2:16][CH2:17][N:13]([CH3:12])[CH2:14]1.